Task: Predict the reaction yield, written as a fraction of the theoretical maximum amount of product (1.0 means a 100% yield; for example, 0.34 means a 34% yield).. Dataset: Reaction yield outcomes from USPTO patents with 853,638 reactions (1) The reactants are [CH3:1][C:2]1[N:3]([CH2:12][CH2:13][N:14]2[CH2:18][CH2:17][CH2:16][CH2:15]2)[C:4]2[C:9]([CH:10]=1)=[CH:8][C:7]([NH2:11])=[CH:6][CH:5]=2.I.CS[C:22]([C:24]1[S:25][CH:26]=[CH:27][CH:28]=1)=[NH:23]. The catalyst is C(O)C.C([O-])(O)=O.[Na+]. The product is [CH3:1][C:2]1[N:3]([CH2:12][CH2:13][N:14]2[CH2:18][CH2:17][CH2:16][CH2:15]2)[C:4]2[C:9]([CH:10]=1)=[CH:8][C:7]([NH:11][C:22]([C:24]1[S:25][CH:26]=[CH:27][CH:28]=1)=[NH:23])=[CH:6][CH:5]=2. The yield is 0.810. (2) The reactants are [F:1][C:2]1[CH:7]=[CH:6][C:5]([C:8]2[N:9]([C:18]3[CH:23]=[CH:22][N:21]=[C:20]([NH:24][CH:25]4[CH2:29][CH2:28][CH2:27][CH2:26]4)[N:19]=3)[C:10]3[C:11]([N:17]=2)=[N:12][C:13](Cl)=[CH:14][CH:15]=3)=[CH:4][CH:3]=1.[CH2:30]([NH2:37])[C:31]1[CH:36]=[CH:35][CH:34]=[CH:33][CH:32]=1.CC([O-])(C)C.[Na+].CC(O)=O. The catalyst is C1(C)C(C)=CC=CC=1.C1C=CC(/C=C/C(/C=C/C2C=CC=CC=2)=O)=CC=1.C1C=CC(/C=C/C(/C=C/C2C=CC=CC=2)=O)=CC=1.C1C=CC(/C=C/C(/C=C/C2C=CC=CC=2)=O)=CC=1.[Pd].[Pd]. The product is [F:1][C:2]1[CH:7]=[CH:6][C:5]([C:8]2[N:9]([C:18]3[CH:23]=[CH:22][N:21]=[C:20]([NH:24][CH:25]4[CH2:29][CH2:28][CH2:27][CH2:26]4)[N:19]=3)[C:10]3[C:11]([N:17]=2)=[N:12][C:13]([NH:37][CH2:30][C:31]2[CH:36]=[CH:35][CH:34]=[CH:33][CH:32]=2)=[CH:14][CH:15]=3)=[CH:4][CH:3]=1. The yield is 0.500. (3) The reactants are [Cl:1][C:2]1[C:3]([C:28]2[CH:29]=[N:30][N:31]3[CH:36]=[CH:35][CH:34]=[CH:33][C:32]=23)=[N:4][C:5]([NH:8][C:9]2[CH:14]=[C:13]([N+:15]([O-])=O)[C:12]([N:18]3[CH2:22][CH2:21][C@H:20]([N:23]([CH3:25])[CH3:24])[CH2:19]3)=[CH:11][C:10]=2[O:26][CH3:27])=[N:6][CH:7]=1.[NH4+].[Cl-].O. The catalyst is C(O)C.[Fe]. The product is [Cl:1][C:2]1[C:3]([C:28]2[CH:29]=[N:30][N:31]3[CH:36]=[CH:35][CH:34]=[CH:33][C:32]=23)=[N:4][C:5]([NH:8][C:9]2[C:10]([O:26][CH3:27])=[CH:11][C:12]([N:18]3[CH2:22][CH2:21][C@H:20]([N:23]([CH3:25])[CH3:24])[CH2:19]3)=[C:13]([NH2:15])[CH:14]=2)=[N:6][CH:7]=1. The yield is 0.940. (4) The reactants are [CH3:1][O:2][C:3](=[O:35])[C@H:4]([NH:24]C(OCC1C=CC=CC=1)=O)[CH2:5][C:6]1[CH:7]=[C:8]2[C:12](=[CH:13][CH:14]=1)[N:11]([S:15]([CH2:18][CH2:19][Si:20]([CH3:23])([CH3:22])[CH3:21])(=[O:17])=[O:16])[N:10]=[CH:9]2.[H][H]. The catalyst is [Pd].CO. The product is [CH3:1][O:2][C:3](=[O:35])[C@H:4]([NH2:24])[CH2:5][C:6]1[CH:7]=[C:8]2[C:12](=[CH:13][CH:14]=1)[N:11]([S:15]([CH2:18][CH2:19][Si:20]([CH3:23])([CH3:22])[CH3:21])(=[O:16])=[O:17])[N:10]=[CH:9]2. The yield is 0.960.